From a dataset of Peptide-MHC class II binding affinity with 134,281 pairs from IEDB. Regression. Given a peptide amino acid sequence and an MHC pseudo amino acid sequence, predict their binding affinity value. This is MHC class II binding data. (1) The MHC is DRB3_0202 with pseudo-sequence DRB3_0202. The peptide sequence is GELQIVDKWDAAFKI. The binding affinity (normalized) is 0.0214. (2) The MHC is DRB1_1501 with pseudo-sequence DRB1_1501. The peptide sequence is HGGHVSCRVKLSALT. The binding affinity (normalized) is 0.101.